Regression. Given a peptide amino acid sequence and an MHC pseudo amino acid sequence, predict their binding affinity value. This is MHC class II binding data. From a dataset of Peptide-MHC class II binding affinity with 134,281 pairs from IEDB. (1) The peptide sequence is GELVIVDKIDAAFKI. The MHC is DRB1_0404 with pseudo-sequence DRB1_0404. The binding affinity (normalized) is 0.613. (2) The peptide sequence is LVAGPAGSYAADLGY. The MHC is HLA-DPA10201-DPB10101 with pseudo-sequence HLA-DPA10201-DPB10101. The binding affinity (normalized) is 0.257. (3) The peptide sequence is EKKYFAATQFEPPAA. The MHC is HLA-DPA10201-DPB10501 with pseudo-sequence HLA-DPA10201-DPB10501. The binding affinity (normalized) is 0.875. (4) The peptide sequence is HTMWHVTRGAFLVRNHHHHHH. The MHC is DRB1_0901 with pseudo-sequence DRB1_0901. The binding affinity (normalized) is 0.628. (5) The peptide sequence is MKKYFAATQFEPLAA. The MHC is HLA-DPA10201-DPB10501 with pseudo-sequence HLA-DPA10201-DPB10501. The binding affinity (normalized) is 0.480.